From a dataset of Peptide-MHC class II binding affinity with 134,281 pairs from IEDB. Regression. Given a peptide amino acid sequence and an MHC pseudo amino acid sequence, predict their binding affinity value. This is MHC class II binding data. (1) The peptide sequence is EVIPTAFKIGKTYTP. The MHC is DRB1_1501 with pseudo-sequence DRB1_1501. The binding affinity (normalized) is 0.229. (2) The peptide sequence is VALDYPSGTSGSPIV. The MHC is HLA-DQA10201-DQB10303 with pseudo-sequence HLA-DQA10201-DQB10303. The binding affinity (normalized) is 0.468. (3) The peptide sequence is LDVVKLLYNEQFAVQ. The MHC is DRB1_1101 with pseudo-sequence DRB1_1101. The binding affinity (normalized) is 0.0609. (4) The peptide sequence is IYEPEDLGNCLNKSD. The MHC is H-2-IAb with pseudo-sequence H-2-IAb. The binding affinity (normalized) is 0.145. (5) The peptide sequence is GSRAIWYMWLGARYLHHHHHH. The MHC is HLA-DQA10103-DQB10603 with pseudo-sequence HLA-DQA10103-DQB10603. The binding affinity (normalized) is 0. (6) The peptide sequence is TATSASAGWDTVLQS. The MHC is DRB1_0401 with pseudo-sequence DRB1_0401. The binding affinity (normalized) is 0.359.